Predict the reactants needed to synthesize the given product. From a dataset of Full USPTO retrosynthesis dataset with 1.9M reactions from patents (1976-2016). (1) The reactants are: [CH:1]1[C:13]2[CH:12]([CH2:14][O:15][C:16]([N:18]3[CH2:23][C@@H:22]([C:24](=[O:47])[NH:25][CH2:26][C:27]4([CH2:41][O:42][CH2:43][CH2:44][O:45][CH3:46])[C:40]5[CH:39]=[CH:38][CH:37]=[CH:36][C:35]=5[O:34][C:33]5[C:28]4=[CH:29][CH:30]=[CH:31][CH:32]=5)[CH2:21][C@@H:20]([NH2:48])[CH2:19]3)=[O:17])[C:11]3[C:6](=[CH:7][CH:8]=[CH:9][CH:10]=3)[C:5]=2[CH:4]=[CH:3][CH:2]=1.[F:49][C:50]1[CH:55]=[CH:54][C:53]([S:56](Cl)(=[O:58])=[O:57])=[CH:52][CH:51]=1. Given the product [CH:1]1[C:13]2[CH:12]([CH2:14][O:15][C:16]([N:18]3[CH2:23][C@@H:22]([C:24](=[O:47])[NH:25][CH2:26][C:27]4([CH2:41][O:42][CH2:43][CH2:44][O:45][CH3:46])[C:40]5[CH:39]=[CH:38][CH:37]=[CH:36][C:35]=5[O:34][C:33]5[C:28]4=[CH:29][CH:30]=[CH:31][CH:32]=5)[CH2:21][C@@H:20]([NH:48][S:56]([C:53]4[CH:54]=[CH:55][C:50]([F:49])=[CH:51][CH:52]=4)(=[O:58])=[O:57])[CH2:19]3)=[O:17])[C:11]3[C:6](=[CH:7][CH:8]=[CH:9][CH:10]=3)[C:5]=2[CH:4]=[CH:3][CH:2]=1, predict the reactants needed to synthesize it. (2) Given the product [ClH:28].[C:1]([C:3]1[CH:4]=[C:5]([CH2:9][O:10][C:11]2[CH:12]=[C:13]([O:18][S:19]([C:22]3[CH:27]=[CH:26][CH:25]=[CH:24][C:23]=3[Cl:28])(=[O:21])=[O:20])[CH:14]=[C:15]([CH3:17])[CH:16]=2)[CH:6]=[CH:7][CH:8]=1)(=[NH:34])[NH2:2], predict the reactants needed to synthesize it. The reactants are: [C:1]([C:3]1[CH:4]=[C:5]([CH2:9][O:10][C:11]2[CH:12]=[C:13]([O:18][S:19]([C:22]3[CH:27]=[CH:26][CH:25]=[CH:24][C:23]=3[Cl:28])(=[O:21])=[O:20])[CH:14]=[C:15]([CH3:17])[CH:16]=2)[CH:6]=[CH:7][CH:8]=1)#[N:2].Cl.C(=O)([O-])[O-].[NH4+:34].[NH4+]. (3) Given the product [C:9]([C:11]1[CH:12]=[C:13]([CH:35]=[CH:36][CH:37]=1)[CH2:14][NH:15][C:16]1[CH:17]=[C:18]2[C:23](=[CH:24][CH:25]=1)[N:22]=[C:21]([N:26]1[CH:30]=[C:29]([C:31]([OH:33])=[O:32])[CH:28]=[N:27]1)[NH:20][C:19]2=[O:34])(=[O:8])[NH2:10], predict the reactants needed to synthesize it. The reactants are: C(=[O:8])C1C=CC=CC=1.[C:9]([C:11]1[CH:12]=[C:13]([CH:35]=[CH:36][CH:37]=1)[CH2:14][NH:15][C:16]1[CH:17]=[C:18]2[C:23](=[CH:24][CH:25]=1)[N:22]=[C:21]([N:26]1[CH:30]=[C:29]([C:31]([OH:33])=[O:32])[CH:28]=[N:27]1)[NH:20][C:19]2=[O:34])#[N:10]. (4) Given the product [CH3:18][O:17][C:3]1[CH:4]=[C:5]([CH:15]=[CH:16][C:2]=1[O:1][CH2:27][C:28]1[CH:33]=[N:32][C:31]([CH3:34])=[CH:30][CH:29]=1)[CH2:6][NH:7][C:8](=[O:14])[O:9][C:10]([CH3:13])([CH3:12])[CH3:11], predict the reactants needed to synthesize it. The reactants are: [OH:1][C:2]1[CH:16]=[CH:15][C:5]([CH2:6][NH:7][C:8](=[O:14])[O:9][C:10]([CH3:13])([CH3:12])[CH3:11])=[CH:4][C:3]=1[O:17][CH3:18].C(=O)([O-])[O-].[K+].[K+].Cl.Cl[CH2:27][C:28]1[CH:29]=[CH:30][C:31]([CH3:34])=[N:32][CH:33]=1. (5) Given the product [CH:11]1([N:8]2[CH:7]=[N:6][C:5]3[C:9]2=[N:10][CH:2]=[N:3][CH:4]=3)[CH2:12][CH2:13][CH2:14][CH2:15]1, predict the reactants needed to synthesize it. The reactants are: Cl[C:2]1[N:10]=[C:9]2[C:5]([N:6]=[CH:7][N:8]2[CH:11]2[CH2:15][CH2:14][CH2:13][CH2:12]2)=[C:4](Cl)[N:3]=1.C(N)CCCCCCCCCCC.